Dataset: Reaction yield outcomes from USPTO patents with 853,638 reactions. Task: Predict the reaction yield, written as a fraction of the theoretical maximum amount of product (1.0 means a 100% yield; for example, 0.34 means a 34% yield). The reactants are Br[C:2]1[CH:7]=[C:6]([CH3:8])[CH:5]=[C:4]([Cl:9])[N:3]=1.[F:10][C:11]([F:22])([F:21])[C:12]1[CH:17]=[CH:16][C:15](B(O)O)=[CH:14][CH:13]=1.C([O-])([O-])=O.[Na+].[Na+]. The catalyst is COCCOC.O.C1C=CC([P]([Pd]([P](C2C=CC=CC=2)(C2C=CC=CC=2)C2C=CC=CC=2)([P](C2C=CC=CC=2)(C2C=CC=CC=2)C2C=CC=CC=2)[P](C2C=CC=CC=2)(C2C=CC=CC=2)C2C=CC=CC=2)(C2C=CC=CC=2)C2C=CC=CC=2)=CC=1. The product is [Cl:9][C:4]1[CH:5]=[C:6]([CH3:8])[CH:7]=[C:2]([C:15]2[CH:16]=[CH:17][C:12]([C:11]([F:22])([F:21])[F:10])=[CH:13][CH:14]=2)[N:3]=1. The yield is 0.680.